Task: Predict the reaction yield, written as a fraction of the theoretical maximum amount of product (1.0 means a 100% yield; for example, 0.34 means a 34% yield).. Dataset: Reaction yield outcomes from USPTO patents with 853,638 reactions (1) The reactants are [F:1][C:2]([F:19])([C:6]1[CH:11]=[CH:10][CH:9]=[C:8]([O:12][CH2:13][CH2:14][O:15][CH:16]([CH3:18])[CH3:17])[CH:7]=1)[C:3]([OH:5])=O.P(Cl)(Cl)(Cl)=O.Cl.[NH2:26][CH2:27][C:28]1[CH:29]=[C:30]2[C:34](=[CH:35][CH:36]=1)[C:33](=[O:37])[N:32]([CH:38]1[CH2:43][CH2:42][C:41](=[O:44])[NH:40][C:39]1=[O:45])[CH2:31]2.C(=O)(O)[O-].[Na+]. The catalyst is N1C=CC=CC=1. The product is [O:45]=[C:39]1[CH:38]([N:32]2[CH2:31][C:30]3[C:34](=[CH:35][CH:36]=[C:28]([CH2:27][NH:26][C:3](=[O:5])[C:2]([F:1])([F:19])[C:6]4[CH:11]=[CH:10][CH:9]=[C:8]([O:12][CH2:13][CH2:14][O:15][CH:16]([CH3:18])[CH3:17])[CH:7]=4)[CH:29]=3)[C:33]2=[O:37])[CH2:43][CH2:42][C:41](=[O:44])[NH:40]1. The yield is 0.150. (2) The reactants are [Cl-].O[NH3+:3].[C:4](=[O:7])([O-])[OH:5].[Na+].CS(C)=O.[CH2:13]([C:17]1[N:18]=[C:19]([CH3:47])[N:20]([CH2:39][C:40]2[C:41]([CH3:46])=[N:42][O:43][C:44]=2[CH3:45])[C:21](=[O:38])[C:22]=1[CH2:23][C:24]1[CH:29]=[CH:28][C:27]([C:30]2[C:31]([C:36]#[N:37])=[CH:32][CH:33]=[CH:34][CH:35]=2)=[CH:26][CH:25]=1)[CH2:14][CH2:15][CH3:16]. The catalyst is C(OCC)(=O)C. The product is [CH2:13]([C:17]1[N:18]=[C:19]([CH3:47])[N:20]([CH2:39][C:40]2[C:41]([CH3:46])=[N:42][O:43][C:44]=2[CH3:45])[C:21](=[O:38])[C:22]=1[CH2:23][C:24]1[CH:25]=[CH:26][C:27]([C:30]2[CH:35]=[CH:34][CH:33]=[CH:32][C:31]=2[C:36]2[NH:3][C:4](=[O:7])[O:5][N:37]=2)=[CH:28][CH:29]=1)[CH2:14][CH2:15][CH3:16]. The yield is 0.550. (3) The reactants are [Br:1][C:2]1[CH:3]=[CH:4][C:5]2[S:9](=[O:11])(=[O:10])[NH:8][CH:7]([C:12]([O:14]C)=[O:13])[C:6]=2[CH:16]=1.O[Li].O. The catalyst is O1CCCC1.O. The product is [Br:1][C:2]1[CH:3]=[CH:4][C:5]2[S:9](=[O:11])(=[O:10])[NH:8][CH:7]([C:12]([OH:14])=[O:13])[C:6]=2[CH:16]=1. The yield is 0.760. (4) The reactants are [C:1]([O:5][C:6]([N:8]1[CH2:13][CH2:12][N:11]([CH2:14][CH2:15][CH2:16][O:17][C:18]2[CH:23]=[CH:22][C:21]([C:24]([O:26]CC)=[O:25])=[CH:20][C:19]=2[F:29])[CH2:10][CH2:9]1)=[O:7])([CH3:4])([CH3:3])[CH3:2].[OH-].[Na+]. The catalyst is O1CCOCC1. The product is [C:1]([O:5][C:6]([N:8]1[CH2:9][CH2:10][N:11]([CH2:14][CH2:15][CH2:16][O:17][C:18]2[CH:23]=[CH:22][C:21]([C:24]([OH:26])=[O:25])=[CH:20][C:19]=2[F:29])[CH2:12][CH2:13]1)=[O:7])([CH3:4])([CH3:2])[CH3:3]. The yield is 0.920. (5) The reactants are CS(O)(=O)=O.[NH2:6][CH2:7][C:8]1[CH:9]=[C:10]2[C:14](=[CH:15][CH:16]=1)[C:13](=[O:17])[N:12]([CH:18]1[CH2:23][CH2:22][C:21](=[O:24])[NH:20][C:19]1=[O:25])[CH2:11]2.[F:26][C:27]1[CH:32]=[CH:31][C:30]([N:33]=[C:34]=[O:35])=[CH:29][CH:28]=1.C(N(CC)CC)C.Cl. The catalyst is C(#N)C. The product is [O:25]=[C:19]1[CH:18]([N:12]2[CH2:11][C:10]3[C:14](=[CH:15][CH:16]=[C:8]([CH2:7][NH:6][C:34]([NH:33][C:30]4[CH:31]=[CH:32][C:27]([F:26])=[CH:28][CH:29]=4)=[O:35])[CH:9]=3)[C:13]2=[O:17])[CH2:23][CH2:22][C:21](=[O:24])[NH:20]1. The yield is 0.680. (6) The reactants are [F-].C([N+](CCCC)(CCCC)CCCC)CCC.[Si]([O:26][CH2:27][CH2:28][C@@H:29]([C:47]1[CH:52]=[CH:51][C:50]([Cl:53])=[C:49]([Cl:54])[CH:48]=1)[CH2:30][N:31]1[CH2:38][C@@H:37]([CH3:39])[CH2:36][O:35][C:34]2[C:40]([C:44]#[N:45])=[CH:41][CH:42]=[CH:43][C:33]=2[C:32]1=[O:46])(C(C)(C)C)(C)C. The catalyst is C1COCC1. The product is [OH:26][CH2:27][CH2:28][C@@H:29]([C:47]1[CH:52]=[CH:51][C:50]([Cl:53])=[C:49]([Cl:54])[CH:48]=1)[CH2:30][N:31]1[CH2:38][C@@H:37]([CH3:39])[CH2:36][O:35][C:34]2[C:40]([C:44]#[N:45])=[CH:41][CH:42]=[CH:43][C:33]=2[C:32]1=[O:46]. The yield is 0.960.